This data is from Forward reaction prediction with 1.9M reactions from USPTO patents (1976-2016). The task is: Predict the product of the given reaction. Given the reactants [Br:1][C:2]1[CH:7]=[CH:6][C:5]([CH2:8]Br)=[CH:4][CH:3]=1.[CH3:10][O:11][C:12]1[CH:17]=[CH:16][CH:15]=[CH:14][C:13]=1B(O)O.C([O-])([O-])=O.[Na+].[Na+], predict the reaction product. The product is: [Br:1][C:2]1[CH:7]=[CH:6][C:5]([CH2:8][C:13]2[CH:14]=[CH:15][CH:16]=[CH:17][C:12]=2[O:11][CH3:10])=[CH:4][CH:3]=1.